Dataset: Reaction yield outcomes from USPTO patents with 853,638 reactions. Task: Predict the reaction yield, written as a fraction of the theoretical maximum amount of product (1.0 means a 100% yield; for example, 0.34 means a 34% yield). The reactants are C1(P(C2C=CC=CC=2)C2C=CC=CC=2)C=CC=CC=1.[Br:20]N1C(=O)CCC1=O.[CH3:28][C:29]1[O:33][C:32]([C:34]2[CH:39]=[CH:38][CH:37]=[CH:36][CH:35]=2)=[N:31][C:30]=1[CH2:40][CH2:41]O.C([O-])(O)=O.[Na+]. The catalyst is C1COCC1.CCOC(C)=O. The product is [Br:20][CH2:41][CH2:40][C:30]1[N:31]=[C:32]([C:34]2[CH:39]=[CH:38][CH:37]=[CH:36][CH:35]=2)[O:33][C:29]=1[CH3:28]. The yield is 0.925.